Dataset: Forward reaction prediction with 1.9M reactions from USPTO patents (1976-2016). Task: Predict the product of the given reaction. (1) Given the reactants Br[CH2:2][CH2:3][O:4][CH2:5][CH2:6][O:7][CH2:8][CH2:9][O:10][CH2:11][C:12]1[CH:17]=[CH:16][CH:15]=[CH:14][CH:13]=1.[CH3:18][O:19][C:20]1[CH:25]=[C:24]([N+:26]([O-:28])=[O:27])[CH:23]=[CH:22][C:21]=1[SH:29].C([O-])([O-])=O.[K+].[K+], predict the reaction product. The product is: [CH2:11]([O:10][CH2:9][CH2:8][O:7][CH2:6][CH2:5][O:4][CH2:3][CH2:2][S:29][C:21]1[CH:22]=[CH:23][C:24]([N+:26]([O-:28])=[O:27])=[CH:25][C:20]=1[O:19][CH3:18])[C:12]1[CH:17]=[CH:16][CH:15]=[CH:14][CH:13]=1. (2) Given the reactants [F:1][C:2]1[CH:7]=[C:6]([F:8])[CH:5]=[CH:4][C:3]=1[N:9]1[C:13]([C:14]2[S:23][C:22]3[C:21]4[N:24]=[C:25]([N:28]5[CH2:33][C@H:32]([CH3:34])[NH:31][C@H:30]([CH3:35])[CH2:29]5)[CH:26]=[CH:27][C:20]=4[O:19][CH2:18][CH2:17][C:16]=3[CH:15]=2)=[N:12][CH:11]=[N:10]1.C(=O)([O-])[O-].[K+].[K+].[F:42][C:43]([F:54])([F:53])[C:44](O[C:44](=[O:45])[C:43]([F:54])([F:53])[F:42])=[O:45].O, predict the reaction product. The product is: [F:1][C:2]1[CH:7]=[C:6]([F:8])[CH:5]=[CH:4][C:3]=1[N:9]1[C:13]([C:14]2[S:23][C:22]3[C:21]4[N:24]=[C:25]([N:28]5[CH2:33][C@H:32]([CH3:34])[N:31]([C:44](=[O:45])[C:43]([F:54])([F:53])[F:42])[C@H:30]([CH3:35])[CH2:29]5)[CH:26]=[CH:27][C:20]=4[O:19][CH2:18][CH2:17][C:16]=3[CH:15]=2)=[N:12][CH:11]=[N:10]1. (3) Given the reactants C[Si]([C:5]#[C:6][C:7]1[CH:8]=[C:9]([CH:15]=[CH:16][CH:17]=1)[C:10]([O:12][CH2:13][CH3:14])=[O:11])(C)C.C([O-])([O-])=O.[K+].[K+], predict the reaction product. The product is: [C:6]([C:7]1[CH:8]=[C:9]([CH:15]=[CH:16][CH:17]=1)[C:10]([O:12][CH2:13][CH3:14])=[O:11])#[CH:5].